Dataset: Full USPTO retrosynthesis dataset with 1.9M reactions from patents (1976-2016). Task: Predict the reactants needed to synthesize the given product. (1) Given the product [CH3:26][O:25][C:23](=[O:24])[CH2:22][N:11]1[C:12](=[O:13])[N:8]([C:5]2[CH:6]=[CH:7][C:2]([Br:1])=[CH:3][C:4]=2[F:14])[CH:9]=[N:10]1, predict the reactants needed to synthesize it. The reactants are: [Br:1][C:2]1[CH:7]=[CH:6][C:5]([N:8]2[C:12](=[O:13])[NH:11][N:10]=[CH:9]2)=[C:4]([F:14])[CH:3]=1.C(=O)([O-])[O-].[K+].[K+].Br[CH2:22][C:23]([O:25][CH3:26])=[O:24]. (2) Given the product [F:1][C:2]1[CH:3]=[CH:4][C:5]([O:43][CH3:44])=[C:6]([C:8]2[CH:13]=[CH:12][N:11]=[C:10]3[NH:14][C:15]([C:17]4[CH2:22][CH2:21][N:20]([S:23]([CH2:26][C:27]([OH:29])=[O:28])(=[O:25])=[O:24])[CH2:19][CH:18]=4)=[CH:16][C:9]=23)[CH:7]=1, predict the reactants needed to synthesize it. The reactants are: [F:1][C:2]1[CH:3]=[CH:4][C:5]([O:43][CH3:44])=[C:6]([C:8]2[CH:13]=[CH:12][N:11]=[C:10]3[N:14](S(C4C=CC=CC=4)(=O)=O)[C:15]([C:17]4[CH2:22][CH2:21][N:20]([S:23]([CH2:26][C:27]([O:29]C(C)(C)C)=[O:28])(=[O:25])=[O:24])[CH2:19][CH:18]=4)=[CH:16][C:9]=23)[CH:7]=1.[OH-].[Na+]. (3) Given the product [CH2:26]([O:28][C:29](=[O:46])[CH2:30][C:31]1[CH:36]=[CH:35][C:34]([C:20]2[CH:21]=[CH:22][C:17]([C:16]3[O:15][N:14]=[C:13]([CH3:24])[C:12]=3[NH:11][C:10]([O:9][C@@H:7]([C:1]3[CH:6]=[CH:5][CH:4]=[CH:3][CH:2]=3)[CH3:8])=[O:25])=[CH:18][CH:19]=2)=[CH:33][CH:32]=1)[CH3:27], predict the reactants needed to synthesize it. The reactants are: [C:1]1([C@H:7]([O:9][C:10](=[O:25])[NH:11][C:12]2[C:13]([CH3:24])=[N:14][O:15][C:16]=2[C:17]2[CH:22]=[CH:21][C:20](Br)=[CH:19][CH:18]=2)[CH3:8])[CH:6]=[CH:5][CH:4]=[CH:3][CH:2]=1.[CH2:26]([O:28][C:29](=[O:46])[CH2:30][C:31]1[CH:36]=[CH:35][C:34](B2OC(C)(C)C(C)(C)O2)=[CH:33][CH:32]=1)[CH3:27].C(=O)(O)[O-].[Na+]. (4) Given the product [N:1]1[CH:6]=[CH:5][CH:4]=[CH:3][C:2]=1[C:7]1[CH:12]=[CH:11][C:10]([CH2:13][C:14]([OH:16])=[O:15])=[CH:9][CH:8]=1, predict the reactants needed to synthesize it. The reactants are: [N:1]1[CH:6]=[CH:5][CH:4]=[CH:3][C:2]=1[C:7]1[CH:12]=[CH:11][C:10]([CH2:13][C:14]([O:16]C)=[O:15])=[CH:9][CH:8]=1.O1CCCC1.[OH-].[K+].